Predict the product of the given reaction. From a dataset of Forward reaction prediction with 1.9M reactions from USPTO patents (1976-2016). Given the reactants [CH3:1][C:2]1[CH:7]=[CH:6][C:5]([C:8](=O)[CH3:9])=[CH:4][CH:3]=1.[C:11]([CH2:13][C:14]([O:16][CH2:17][CH3:18])=[O:15])#[N:12].C([O-])(=O)C.[NH4+], predict the reaction product. The product is: [CH2:17]([O:16][C:14](=[O:15])[C:13]([C:11]#[N:12])=[C:8]([C:5]1[CH:6]=[CH:7][C:2]([CH3:1])=[CH:3][CH:4]=1)[CH3:9])[CH3:18].